Dataset: Catalyst prediction with 721,799 reactions and 888 catalyst types from USPTO. Task: Predict which catalyst facilitates the given reaction. (1) Reactant: [N:1]1[CH:2]=[CH:3][N:4]2[CH:9]=[CH:8][C:7]([CH2:10][OH:11])=[CH:6][C:5]=12. Product: [N:1]1[CH:2]=[CH:3][N:4]2[CH:9]=[CH:8][C:7]([CH:10]=[O:11])=[CH:6][C:5]=12. The catalyst class is: 703. (2) Reactant: [CH3:1][CH:2]([O:4][C:5]1[CH:6]=[C:7]([CH:12]=[C:13]([O:15][CH2:16][C:17]2[CH:22]=[CH:21][CH:20]=[CH:19][CH:18]=2)[CH:14]=1)[C:8]([O:10]C)=[O:9])[CH3:3].[OH-].[Na+]. Product: [CH3:3][CH:2]([O:4][C:5]1[CH:6]=[C:7]([CH:12]=[C:13]([O:15][CH2:16][C:17]2[CH:18]=[CH:19][CH:20]=[CH:21][CH:22]=2)[CH:14]=1)[C:8]([OH:10])=[O:9])[CH3:1]. The catalyst class is: 36. (3) Reactant: [NH2:1][C:2]1[C:7]([OH:8])=[CH:6][CH:5]=[CH:4][C:3]=1[OH:9].[C:10](N1C=CN=C1)(N1C=CN=C1)=[O:11]. The catalyst class is: 1. Product: [OH:8][C:7]1[C:2]2[NH:1][C:10](=[O:11])[O:9][C:3]=2[CH:4]=[CH:5][CH:6]=1. (4) Reactant: [Cl:1][C:2]1[CH:3]=[CH:4][C:5]([CH2:8][O:9][C:10]2[CH:15]=[CH:14][N:13]([C:16]3[CH:17]=[N:18][C:19](F)=[CH:20][CH:21]=3)[C:12](=[O:23])[CH:11]=2)=[N:6][CH:7]=1.[CH3:24][N:25]([C:32]([O:34][C:35]([CH3:38])([CH3:37])[CH3:36])=[O:33])[CH:26]1[CH2:31][CH2:30][NH:29][CH2:28][CH2:27]1.C([O-])([O-])=O.[K+].[K+]. Product: [Cl:1][C:2]1[CH:3]=[CH:4][C:5]([CH2:8][O:9][C:10]2[CH:15]=[CH:14][N:13]([C:16]3[CH:17]=[N:18][C:19]([N:29]4[CH2:28][CH2:27][CH:26]([N:25]([C:32]([O:34][C:35]([CH3:38])([CH3:37])[CH3:36])=[O:33])[CH3:24])[CH2:31][CH2:30]4)=[CH:20][CH:21]=3)[C:12](=[O:23])[CH:11]=2)=[N:6][CH:7]=1. The catalyst class is: 3. (5) Reactant: C1COCC1.[CH3:6][O:7][C:8]1[CH:13]=[CH:12][C:11]([N:14]2[CH2:19][CH2:18][N:17]([C:20]3[C:21]([CH3:34])=[C:22]([CH3:33])[C:23]4[O:27][C:26]([CH2:29][OH:30])([CH3:28])[CH2:25][C:24]=4[C:31]=3[CH3:32])[CH2:16][CH2:15]2)=[CH:10][CH:9]=1.C(N(CC)CC)C.[CH3:42][S:43](Cl)(=[O:45])=[O:44]. Product: [CH3:42][S:43]([O:30][CH2:29][C:26]1([CH3:28])[CH2:25][C:24]2[C:31]([CH3:32])=[C:20]([N:17]3[CH2:16][CH2:15][N:14]([C:11]4[CH:10]=[CH:9][C:8]([O:7][CH3:6])=[CH:13][CH:12]=4)[CH2:19][CH2:18]3)[C:21]([CH3:34])=[C:22]([CH3:33])[C:23]=2[O:27]1)(=[O:45])=[O:44]. The catalyst class is: 69. (6) Reactant: [C:1]([CH:3]([CH:7]1[C:11]([Cl:12])=[C:10](Cl)C(=O)O1)[C:4]([NH2:6])=[O:5])#[N:2].[NH2:15][CH2:16][C:17]1[CH:22]=[C:21]([F:23])[CH:20]=[CH:19][C:18]=1[S:24]([NH:27][CH2:28][CH3:29])(=[O:26])=[O:25].C(=O)([O-])[O-].[K+].[K+]. Product: [ClH:12].[Cl:12][C:11]1[CH:7]=[C:3]([C:4]([NH2:6])=[O:5])[C:1](=[NH:2])[N:15]([CH2:16][C:17]2[CH:22]=[C:21]([F:23])[CH:20]=[CH:19][C:18]=2[S:24](=[O:26])(=[O:25])[NH:27][CH2:28][CH3:29])[CH:10]=1. The catalyst class is: 8. (7) Reactant: [CH2:1]([O:3][C:4](=[O:33])[C:5](=[CH:9][C:10]1[C:15]([CH2:16][CH2:17][CH2:18][CH2:19][CH2:20][CH2:21][CH2:22][CH2:23][CH2:24][CH2:25][CH2:26][CH2:27][CH2:28][CH2:29][CH3:30])=[CH:14][CH:13]=[CH:12][C:11]=1[O:31][CH3:32])[C:6](=O)[CH3:7])[CH3:2].Cl.[CH3:35][O:36][C:37]1[CH:42]=[CH:41][C:40]([CH2:43][S:44][C:45](=[NH:47])[NH2:46])=[CH:39][CH:38]=1.C([O-])(=O)C.[Na+]. Product: [CH2:1]([O:3][C:4]([C:5]1[CH:9]([C:10]2[C:15]([CH2:16][CH2:17][CH2:18][CH2:19][CH2:20][CH2:21][CH2:22][CH2:23][CH2:24][CH2:25][CH2:26][CH2:27][CH2:28][CH2:29][CH3:30])=[CH:14][CH:13]=[CH:12][C:11]=2[O:31][CH3:32])[N:46]=[C:45]([S:44][CH2:43][C:40]2[CH:41]=[CH:42][C:37]([O:36][CH3:35])=[CH:38][CH:39]=2)[NH:47][C:6]=1[CH3:7])=[O:33])[CH3:2]. The catalyst class is: 869. (8) Reactant: [Cl:1][C:2]1[CH:3]=[C:4]([CH:18]=[C:19]([Cl:21])[CH:20]=1)[CH2:5][C:6]1[C:7]([CH2:16][CH3:17])=[N:8][N:9]([CH2:13][CH2:14][NH2:15])[C:10]=1[CH2:11][CH3:12].C(N(CC)CC)C.[O:29]=[C:30]1[NH:35][C:34](=[O:36])[C:33]([S:37](Cl)(=[O:39])=[O:38])=[CH:32][NH:31]1. Product: [Cl:1][C:2]1[CH:3]=[C:4]([CH:18]=[C:19]([Cl:21])[CH:20]=1)[CH2:5][C:6]1[C:7]([CH2:16][CH3:17])=[N:8][N:9]([CH2:13][CH2:14][NH:15][S:37]([C:33]2[C:34](=[O:36])[NH:35][C:30](=[O:29])[NH:31][CH:32]=2)(=[O:38])=[O:39])[C:10]=1[CH2:11][CH3:12]. The catalyst class is: 9. (9) Reactant: [Cl:1][C:2]1[CH:7]=[CH:6][C:5]([C:8]2[CH:13]=[CH:12][C:11]([C:14]3[CH:15]=[N:16][N:17]([CH:19](Br)[CH2:20][CH3:21])[N:18]=3)=[CH:10][CH:9]=2)=[CH:4][CH:3]=1.[NH:23]1[CH2:28][CH2:27][CH2:26][CH2:25][CH2:24]1.C(=O)([O-])[O-].[Na+].[Na+]. Product: [Cl:1][C:2]1[CH:7]=[CH:6][C:5]([C:8]2[CH:13]=[CH:12][C:11]([C:14]3[CH:15]=[N:16][N:17]([CH2:19][CH2:20][CH2:21][CH:25]4[CH2:26][CH2:27][CH2:28][NH:23][CH2:24]4)[N:18]=3)=[CH:10][CH:9]=2)=[CH:4][CH:3]=1. The catalyst class is: 8.